This data is from Catalyst prediction with 721,799 reactions and 888 catalyst types from USPTO. The task is: Predict which catalyst facilitates the given reaction. (1) Reactant: [CH3:1][O:2][C:3]1[CH:4]=[C:5]([CH:10]=[CH:11][C:12]=1[N+:13]([O-])=O)[CH2:6][N:7]([CH3:9])[CH3:8].[H][H]. The catalyst class is: 78. Product: [CH3:9][N:7]([CH2:6][C:5]1[CH:10]=[CH:11][C:12]([NH2:13])=[C:3]([O:2][CH3:1])[CH:4]=1)[CH3:8]. (2) Reactant: C[C@@H]1O[C@@H]([O:8][C@@H:9]2[CH:25]=[C:24]3[C@@:12]([CH3:35])([C@@H:13]4[C@@H:21]([CH2:22][CH2:23]3)[C@:20]3([OH:26])[C@@:16]([CH3:34])([C@@H:17]([C:27]5[CH:33]=[CH:32][C:30](=[O:31])[O:29][CH:28]=5)[CH2:18][CH2:19]3)[CH2:15][CH2:14]4)[CH2:11][CH2:10]2)[C@H](O)[C@H](O)[C@H]1O.C([O-])(=O)C.[Na+]. Product: [CH3:35][C@@:12]12[C@H:13]3[CH2:14][CH2:15][C@:16]4([CH3:34])[C@@H:17]([C:27]5[CH:33]=[CH:32][C:30](=[O:31])[O:29][CH:28]=5)[CH2:18][CH2:19][C@:20]4([OH:26])[C@@H:21]3[CH2:22][CH2:23][C:24]1=[CH:25][C@@H:9]([OH:8])[CH2:10][CH2:11]2. The catalyst class is: 8. (3) Reactant: C(Cl)(=O)C(Cl)=O.CS(C)=O.[OH:11][CH:12]1[CH2:16][CH2:15][CH:14]([C:17]2[N:22]3[C:23]4[CH:29]=[CH:28][CH:27]=[CH:26][C:24]=4[N:25]=[C:21]3[C:20]([C:30]#[N:31])=[C:19]([CH3:32])[C:18]=2[C:33]2[CH:38]=[CH:37][CH:36]=[CH:35][CH:34]=2)[CH2:13]1.C(N(CC)CC)C.[Cl-].[NH4+]. Product: [CH3:32][C:19]1[C:18]([C:33]2[CH:34]=[CH:35][CH:36]=[CH:37][CH:38]=2)=[C:17]([CH:14]2[CH2:15][CH2:16][C:12](=[O:11])[CH2:13]2)[N:22]2[C:23]3[CH:29]=[CH:28][CH:27]=[CH:26][C:24]=3[N:25]=[C:21]2[C:20]=1[C:30]#[N:31]. The catalyst class is: 4. (4) Reactant: [CH3:1][C:2]1[CH:7]=CC(S(Cl)(=O)=O)=C[CH:3]=1.N1C=CC=CC=1.[Cl:18][C:19]1[N:27]=[C:26]([Cl:28])[C:25]([F:29])=[CH:24][C:20]=1[C:21]([OH:23])=[O:22].C(=O)([O-])O.[Na+]. Product: [Cl:18][C:19]1[N:27]=[C:26]([Cl:28])[C:25]([F:29])=[CH:24][C:20]=1[C:21]([O:23][C:2]([CH3:7])([CH3:3])[CH3:1])=[O:22]. The catalyst class is: 107. (5) Reactant: [Cl-].[Al+3].[Cl-].[Cl-].[Br:5][CH2:6][C:7](Cl)=[O:8].[CH2:10]([C:18]1[CH:23]=[CH:22][CH:21]=[CH:20][CH:19]=1)[CH2:11][CH2:12][CH2:13][CH2:14][CH2:15][CH2:16][CH3:17]. Product: [Br:5][CH2:6][C:7]([C:21]1[CH:20]=[CH:19][C:18]([CH2:10][CH2:11][CH2:12][CH2:13][CH2:14][CH2:15][CH2:16][CH3:17])=[CH:23][CH:22]=1)=[O:8]. The catalyst class is: 4. (6) Reactant: [Cl:1][C:2]1[N:3]=[N:4][C:5]([Cl:8])=[CH:6][CH:7]=1.[Li+].[Cl-].C([Cu])#N.[F:14][C:15]1[CH:23]=[CH:22][C:18]([C:19](Cl)=[O:20])=[CH:17][CH:16]=1. Product: [Cl:1][C:2]1[N:3]=[N:4][C:5]([Cl:8])=[CH:6][C:7]=1[C:19]([C:18]1[CH:22]=[CH:23][C:15]([F:14])=[CH:16][CH:17]=1)=[O:20]. The catalyst class is: 1. (7) Reactant: [Cl:1][C:2]1[CH:7]=[CH:6][C:5]([S:8]([CH2:11][C:12]2[CH:17]=[C:16]([F:18])[CH:15]=[CH:14][C:13]=2[F:19])(=[O:10])=[O:9])=[CH:4][CH:3]=1.O[CH:21]1[CH2:26][CH2:25][N:24]([C:27]([O:29][C:30]([CH3:33])([CH3:32])[CH3:31])=[O:28])[CH2:23][CH2:22]1.C(C=P(CCCC)(CCCC)CCCC)#N. Product: [Cl:1][C:2]1[CH:7]=[CH:6][C:5]([S:8]([CH:11]([C:12]2[CH:17]=[C:16]([F:18])[CH:15]=[CH:14][C:13]=2[F:19])[CH:21]2[CH2:26][CH2:25][N:24]([C:27]([O:29][C:30]([CH3:33])([CH3:32])[CH3:31])=[O:28])[CH2:23][CH2:22]2)(=[O:10])=[O:9])=[CH:4][CH:3]=1. The catalyst class is: 715.